Task: Binary Classification. Given a miRNA mature sequence and a target amino acid sequence, predict their likelihood of interaction.. Dataset: Experimentally validated miRNA-target interactions with 360,000+ pairs, plus equal number of negative samples (1) The miRNA is hsa-miR-1224-5p with sequence GUGAGGACUCGGGAGGUGG. The protein sequence of the target gene is MKMLPGVGVFGTGSSARVLVPLLRAEGFTVEALWGKTEEEAKQLAEEMNIAFYTSRTDDILLHQDVDLVCISIPPPLTRQISVKALGIGKNVVCEKAATSVDAFRMVTASRYYPQLMSLVGNVLRFLPAFVRMKQLISEHYVGAVMICDARIYSGSLLSPSYGWICDELMGGGGLHTMGTYIVDLLTHLTGRRAEKVHGLLKTFVRQNAAIRGIRHVTSDDFCFFQMLMGGGVCSTVTLNFNMPGAFVHEVMVVGSAGRLVARGADLYGQKNSATQEELLLRDSLAVGAGLPEQGPQDVP.... Result: 0 (no interaction). (2) The miRNA is hsa-miR-4536-5p with sequence UGUGGUAGAUAUAUGCACGAU. The protein sequence of the target gene is MHFRDFNYNFSSLIACVANGDVFSESETRAKFESLFRTYDKDITFQYFKSFKRVRINFSNPLSAADARLQLHKTEFLGKEMKLYFAQTLHIGSSHLAPPNPDKQFLISPPASPPVGWKQVEDATPVINYDLLYAISKLGPGEKYELHAATDTTPSVVVHVCESDQEEEEEEEEEMERMKRPKPKIIQTRRPEYTPIHLS. Result: 0 (no interaction). (3) The miRNA is hsa-miR-454-5p with sequence ACCCUAUCAAUAUUGUCUCUGC. The protein sequence of the target gene is MALHPRRVRLKPWLVAQVDSGLYPGLIWLHRDSKRFQIPWKHATRHSPQQEEENTIFKAWAVETGKYQEGVDDPDPAKWKAQLRCALNKSREFNLMYDGTKEVPMNPVKIYQVCDIPQTQGSVINPGSTGSAPWDEKDNDVDEDEEEDELEQSQHHVPIQDTFPFLNINGSPMAPASVGNCSVGNCSPESVWPKTEPLEMEVPQAPIQPFYSSPELWISSLPMTDLDIKFQYRGKEYGQTMTVSNPQGCRLFYGDLGPMPDQEELFGPVSLEQVKFPGPEHITNEKQKLFTSKLLDVMDR.... Result: 0 (no interaction). (4) The miRNA is hsa-miR-3912-5p with sequence AUGUCCAUAUUAUGGGUUAGU. The protein sequence of the target gene is MEDSPTMVKVDRGENQILSCRGRRCGFKVLGYVTGDMKEFANWLKDKPVVLQFMDWILRGISQVVFVSNPISGILILVGLLVQNPWWALCGCVGTVVSTLTALLLSQDRSAIAAGLQGYNATLVGILMAVFSNKGDYFWWLIFPVSAMSMTCPVFSSALSSVLSKWDLPVFTLPFNMALSMYLSATGHYNTFFPSKLFTPVSSVPNITWSELSALELLKSLPVGVGQIYGCDNPWTGGIFLCAILLSSPLMCLHAAIGSLLGVIAGLSLAAPFEDIYFGLWGFNSSLACIAIGGMFMALT.... Result: 0 (no interaction). (5) Result: 1 (interaction). The protein sequence of the target gene is MASVLSRRLGKRSLLGARVLGPSASEGPSAAPPSEPLLEGAAPQPFTTSDDTPCQEQPKEVLKAPSTSGLQQVAFQPGQKVYVWYGGQECTGLVEQHSWMEGQVTVWLLEQKLQVCCRVEEVWLAELQGPCPQAPPLEPGAQALAYRPVSRNIDVPKRKSDAVEMDEMMAAMVLTSLSCSPVVQSPPGTEANFSASRAACDPWKESGDISDSGSSTTSGHWSGSSGVSTPSPPHPQASPKYLGDAFGSPQTDHGFETDPDPFLLDEPAPRKRKNSVKVMYKCLWPNCGKVLRSIVGIKRH.... The miRNA is hsa-miR-7856-5p with sequence UUUUAAGGACACUGAGGGAUC. (6) The miRNA is mmu-miR-672-3p with sequence ACACACAGUCACUAUCUUCGA. The protein sequence of the target gene is MSMPLHQISAIPSQDAISARVYRSKTKDKEQNEKTLGHSMSHPSNISKAGSSPPSTTAPVSAFSRTSVTPSNQDICRICHCEGDDESPLITPCHCTGSLHFVHQACLQQWIKSSDTRCCELCKYEFIMETKLKPLRKWEKLQMTASERRKIMCSVTFHVIAITCVVWSLYVLIDRTAEEIKQGQVTGILEWPFWTKLVVVAIGFTGGLLFMYVQCKVYLQLWKRLKAYNRVIYVQNCPETSKKNIFEKSALTEPTLENKEGHGMCHSTTNSSCTEPEDTGAEIINV. Result: 0 (no interaction). (7) The miRNA is hsa-miR-4436b-5p with sequence GUCCACUUCUGCCUGCCCUGCC. The protein sequence of the target gene is MLPQIPFLLLVSLNLVHGVFYAERYQMPTGIKGPLPNTKTQFFIPYTIKSKGIAVRGEQGTPGPPGPAGPRGHPGPSGPPGKPGYGSPGLQGEPGLPGPPGPSAVGKPGVPGLPGKPGERGPYGPKGDVGPAGLPGPRGPPGPPGIPGPAGISVPGKPGQQGPTGAPGPRGFPGEKGAPGVPGMNGQKGEMGYGAPGRPGERGLPGPQGPTGPSGPPGVGKRGENGVPGQPGIKGDRGFPGEMGPIGPPGPQGPPGERGPEGIGKPGAAGAPGQPGIPGTKGLPGAPGIAGPPGPPGFGK.... Result: 0 (no interaction).